This data is from Catalyst prediction with 721,799 reactions and 888 catalyst types from USPTO. The task is: Predict which catalyst facilitates the given reaction. (1) Product: [CH:73]([O:76][CH2:77][CH2:78][O:1][C:2]1[CH:10]=[CH:9][C:8]([C:11]2[N:12]([C:27]([O:29][C:30]([CH3:31])([CH3:33])[CH3:32])=[O:28])[C:13]3[C:18]([CH:19]=2)=[CH:17][C:16]([CH2:20][N:21]2[CH2:26][CH2:25][CH2:24][CH2:23][CH2:22]2)=[CH:15][CH:14]=3)=[C:7]2[C:3]=1[CH2:4][NH:5][C:6]2=[O:34])([CH3:75])[CH3:74]. Reactant: [OH:1][C:2]1[CH:10]=[CH:9][C:8]([C:11]2[N:12]([C:27]([O:29][C:30]([CH3:33])([CH3:32])[CH3:31])=[O:28])[C:13]3[C:18]([CH:19]=2)=[CH:17][C:16]([CH2:20][N:21]2[CH2:26][CH2:25][CH2:24][CH2:23][CH2:22]2)=[CH:15][CH:14]=3)=[C:7]2[C:3]=1[CH2:4][NH:5][C:6]2=[O:34].C1(P(C2C=CC=CC=2)C2C=CC=CC=2)C=CC=CC=1.CCOC(/N=N/C(OCC)=O)=O.C1(C)C=CC=CC=1.[CH:73]([O:76][CH2:77][CH2:78]O)([CH3:75])[CH3:74]. The catalyst class is: 1. (2) Reactant: [NH2:1][C:2]1[C:7]([C:8]#[N:9])=[CH:6][CH:5]=[CH:4][N:3]=1.[Br:10]Br. The catalyst class is: 8. Product: [NH2:1][C:2]1[N:3]=[CH:4][C:5]([Br:10])=[CH:6][C:7]=1[C:8]#[N:9]. (3) Reactant: C(OC([N:8]1[CH2:12][C@H:11]([NH:13][C:14]([C:16]2[S:17][C:18]([Cl:21])=[CH:19][CH:20]=2)=[O:15])[CH2:10][C@H:9]1[CH2:22][N:23]1[CH2:27][CH2:26][CH2:25][CH2:24]1)=O)(C)(C)C.[ClH:28]. Product: [ClH:21].[ClH:28].[N:23]1([CH2:22][C@H:9]2[NH:8][CH2:12][C@H:11]([NH:13][C:14]([C:16]3[S:17][C:18]([Cl:21])=[CH:19][CH:20]=3)=[O:15])[CH2:10]2)[CH2:27][CH2:26][CH2:25][CH2:24]1. The catalyst class is: 12. (4) Reactant: [F:1][C:2]1([F:32])[CH2:5][CH:4]([CH:6]([NH:16][C:17]2[CH:18]=[N:19][C:20]([N:23]3[CH:27]=[C:26]([C:28]([F:31])([F:30])[F:29])[N:25]=[CH:24]3)=[CH:21][CH:22]=2)[C:7]2[CH:15]=[CH:14][C:10]([C:11]([OH:13])=O)=[CH:9][CH:8]=2)[CH2:3]1.Cl.[NH2:34][CH2:35][CH2:36][C:37]([O:39][CH2:40][CH3:41])=[O:38].F[P-](F)(F)(F)(F)F.N1(OC(N(C)C)=[N+](C)C)C2N=CC=CC=2N=N1.C(N(C(C)C)CC)(C)C. Product: [F:1][C:2]1([F:32])[CH2:5][CH:4]([CH:6]([NH:16][C:17]2[CH:18]=[N:19][C:20]([N:23]3[CH:27]=[C:26]([C:28]([F:30])([F:29])[F:31])[N:25]=[CH:24]3)=[CH:21][CH:22]=2)[C:7]2[CH:15]=[CH:14][C:10]([C:11]([NH:34][CH2:35][CH2:36][C:37]([O:39][CH2:40][CH3:41])=[O:38])=[O:13])=[CH:9][CH:8]=2)[CH2:3]1. The catalyst class is: 9. (5) Reactant: [N+:1]([C:4]1[CH:13]=[C:12]2[C:7]([CH2:8][C:9]([CH3:15])([CH3:14])[CH2:10][NH:11]2)=[CH:6][CH:5]=1)([O-])=O. Product: [NH2:1][C:4]1[CH:13]=[C:12]2[C:7]([CH2:8][C:9]([CH3:15])([CH3:14])[CH2:10][NH:11]2)=[CH:6][CH:5]=1. The catalyst class is: 78. (6) Reactant: C([O:5][C:6](=[O:18])[C:7]1[CH:12]=[C:11]([CH2:13][CH:14]([CH3:16])[CH3:15])[C:10]([CH3:17])=[N:9][CH:8]=1)(C)(C)C.[ClH:19]. Product: [ClH:19].[CH3:17][C:10]1[C:11]([CH2:13][CH:14]([CH3:16])[CH3:15])=[CH:12][C:7]([C:6]([OH:18])=[O:5])=[CH:8][N:9]=1. The catalyst class is: 12. (7) Reactant: [CH3:1][C:2]1[C:3]([N:14]2[CH:18]=[N:17][C:16]([CH3:19])=[N:15]2)=[N:4][C:5]2[N:6]([N:8]=[CH:9][C:10]=2[C:11]([OH:13])=O)[CH:7]=1.Cl.[NH2:21][C@@H:22]([C:27]1[CH:32]=[CH:31][C:30]([O:33][C:34]([F:37])([F:36])[F:35])=[CH:29][CH:28]=1)[C:23]([CH3:26])([OH:25])[CH3:24].O.ON1C2C=CC=CC=2N=N1.Cl.CN(C)CCCN=C=NCC. Product: [OH:25][C:23]([CH3:26])([CH3:24])[C@@H:22]([NH:21][C:11]([C:10]1[CH:9]=[N:8][N:6]2[CH:7]=[C:2]([CH3:1])[C:3]([N:14]3[CH:18]=[N:17][C:16]([CH3:19])=[N:15]3)=[N:4][C:5]=12)=[O:13])[C:27]1[CH:28]=[CH:29][C:30]([O:33][C:34]([F:35])([F:36])[F:37])=[CH:31][CH:32]=1. The catalyst class is: 681.